Dataset: Forward reaction prediction with 1.9M reactions from USPTO patents (1976-2016). Task: Predict the product of the given reaction. (1) Given the reactants CS(O[CH:6]=[C:7]([CH:10]1[C@H:17]2[C@H:13]([O:14][C:15]([CH3:19])([CH3:18])[O:16]2)[C@@H:12]([CH2:20][O:21][Si:22]([C:35]([CH3:38])([CH3:37])[CH3:36])([C:29]2[CH:34]=[CH:33][CH:32]=[CH:31][CH:30]=2)[C:23]2[CH:28]=[CH:27][CH:26]=[CH:25][CH:24]=2)[O:11]1)[C:8]#[N:9])(=O)=O.[NH2:39][CH2:40][C:41]#[N:42], predict the reaction product. The product is: [Si:22]([O:21][CH2:20][C@@H:12]1[C@H:13]2[O:14][C:15]([CH3:18])([CH3:19])[O:16][C@H:17]2[CH:10]([C:7](=[CH:6][NH:42][CH2:41][C:40]#[N:39])[C:8]#[N:9])[O:11]1)([C:35]([CH3:36])([CH3:37])[CH3:38])([C:29]1[CH:34]=[CH:33][CH:32]=[CH:31][CH:30]=1)[C:23]1[CH:28]=[CH:27][CH:26]=[CH:25][CH:24]=1. (2) Given the reactants [CH3:1][O:2][C@@H:3]1[O:18][C@H:17]([CH2:19][O:20][CH2:21][C:22]2[CH:27]=[CH:26][C:25]([Cl:28])=[CH:24][C:23]=2[Cl:29])[C@@H:6]([O:7][CH2:8][C:9]2[CH:14]=[CH:13][C:12]([Cl:15])=[CH:11][C:10]=2[Cl:16])[C@@:4]1(C)[OH:5], predict the reaction product. The product is: [CH3:1][O:2][C@@H:3]1[O:18][C@H:17]([CH2:19][O:20][CH2:21][C:22]2[CH:27]=[CH:26][C:25]([Cl:28])=[CH:24][C:23]=2[Cl:29])[C@@H:6]([O:7][CH2:8][C:9]2[CH:14]=[CH:13][C:12]([Cl:15])=[CH:11][C:10]=2[Cl:16])[C@H:4]1[OH:5]. (3) Given the reactants [Br:1][C:2]1[CH:10]=[CH:9][C:5]([CH:6]=[N:7][OH:8])=[CH:4][C:3]=1[N+:11]([O-:13])=[O:12].ClN1C(=O)CCC1=O.[Cl:22][C:23]1[CH:24]=[C:25]([C:30]([C:32]([F:35])([F:34])[F:33])=[CH2:31])[CH:26]=[C:27]([Cl:29])[CH:28]=1.C(N(CC)CC)C, predict the reaction product. The product is: [Br:1][C:2]1[CH:10]=[CH:9][C:5]([C:6]2[CH2:31][C:30]([C:25]3[CH:26]=[C:27]([Cl:29])[CH:28]=[C:23]([Cl:22])[CH:24]=3)([C:32]([F:33])([F:35])[F:34])[O:8][N:7]=2)=[CH:4][C:3]=1[N+:11]([O-:13])=[O:12]. (4) Given the reactants [CH3:1][Si]([N-][Si](C)(C)C)(C)C.[Na+].[O:11]1[CH:15]=[CH:14][CH:13]=[C:12]1[C:16]1[CH:21]=[CH:20][C:19]([C:22]([CH3:26])([CH3:25])[CH:23]=O)=[CH:18][CH:17]=1, predict the reaction product. The product is: [CH3:25][C:22]([C:19]1[CH:20]=[CH:21][C:16]([C:12]2[O:11][CH:15]=[CH:14][CH:13]=2)=[CH:17][CH:18]=1)([CH3:26])[CH:23]=[CH2:1]. (5) The product is: [CH2:29]([N:36]([C:42]1[CH:47]=[CH:46][C:45]([F:48])=[C:44]([Cl:49])[CH:43]=1)[CH:37]([CH2:2][CH3:3])[C:38]([O:40][CH3:41])=[O:39])[C:30]1[CH:31]=[CH:32][CH:33]=[CH:34][CH:35]=1. Given the reactants [Li+].[CH3:2][CH:3]([N-]C(C)C)C.CCCCCCC.C1COCC1.C(C1C=CC=CC=1)C.[CH2:29]([N:36]([C:42]1[CH:47]=[CH:46][C:45]([F:48])=[C:44]([Cl:49])[CH:43]=1)[CH2:37][C:38]([O:40][CH3:41])=[O:39])[C:30]1[CH:35]=[CH:34][CH:33]=[CH:32][CH:31]=1.C(I)C.[Cl-].[NH4+].Cl, predict the reaction product. (6) Given the reactants [CH:1]12[CH2:15][CH:9]([CH2:10][N:11]([CH:13]=[O:14])[CH2:12]1)[CH2:8][C:7]1[C:2]2=[N:3][CH:4]=[CH:5][CH:6]=1.[OH-].[Na+].C(OC([O:20][C:21]([CH3:24])([CH3:23])[CH3:22])=O)([O:20][C:21]([CH3:24])([CH3:23])[CH3:22])=O, predict the reaction product. The product is: [CH:1]12[CH2:15][CH:9]([CH2:10][N:11]([C:13]([O:20][C:21]([CH3:24])([CH3:23])[CH3:22])=[O:14])[CH2:12]1)[CH2:8][C:7]1[C:2]2=[N:3][CH:4]=[CH:5][CH:6]=1.